This data is from Peptide-MHC class I binding affinity with 185,985 pairs from IEDB/IMGT. The task is: Regression. Given a peptide amino acid sequence and an MHC pseudo amino acid sequence, predict their binding affinity value. This is MHC class I binding data. (1) The peptide sequence is VPRPCQKSL. The MHC is HLA-B15:17 with pseudo-sequence HLA-B15:17. The binding affinity (normalized) is 0.0847. (2) The peptide sequence is YLDNVGVHI. The MHC is HLA-B27:03 with pseudo-sequence HLA-B27:03. The binding affinity (normalized) is 0.0847. (3) The peptide sequence is STLLTWHMH. The MHC is HLA-A03:01 with pseudo-sequence HLA-A03:01. The binding affinity (normalized) is 0.0248. (4) The MHC is HLA-A11:01 with pseudo-sequence HLA-A11:01. The peptide sequence is LTKFVSAALH. The binding affinity (normalized) is 0. (5) The peptide sequence is KIAPGIADIR. The MHC is HLA-A31:01 with pseudo-sequence HLA-A31:01. The binding affinity (normalized) is 0.457.